Task: Predict the product of the given reaction.. Dataset: Forward reaction prediction with 1.9M reactions from USPTO patents (1976-2016) The product is: [CH2:1]([N:4]([CH2:19][CH2:18][Br:17])[S:5]([C:8]1[CH:13]=[CH:12][CH:11]=[CH:10][C:9]=1[N+:14]([O-:16])=[O:15])(=[O:7])=[O:6])[CH:2]=[CH2:3]. Given the reactants [CH2:1]([NH:4][S:5]([C:8]1[CH:13]=[CH:12][CH:11]=[CH:10][C:9]=1[N+:14]([O-:16])=[O:15])(=[O:7])=[O:6])[CH:2]=[CH2:3].[Br:17][CH2:18][CH2:19]Br, predict the reaction product.